This data is from Full USPTO retrosynthesis dataset with 1.9M reactions from patents (1976-2016). The task is: Predict the reactants needed to synthesize the given product. (1) The reactants are: [C:1]([CH2:9][C:10]#[N:11])(=O)[C:2]1[CH:7]=[CH:6][CH:5]=[CH:4][CH:3]=1.[NH4+:12].[OH-]. Given the product [NH2:12]/[C:1](/[C:2]1[CH:7]=[CH:6][CH:5]=[CH:4][CH:3]=1)=[CH:9]\[C:10]#[N:11], predict the reactants needed to synthesize it. (2) Given the product [Br-:53].[C:1]([O:20][CH2:21][CH2:22][N:23]([CH2:24][CH2:25][O:26][C:27](=[O:45])[CH2:28][CH2:29][CH2:30][CH2:31][CH2:32][CH2:33][CH2:34]/[CH:35]=[CH:36]\[CH2:37][CH2:38][CH2:39][CH2:40][CH2:41][CH2:42][CH2:43][CH3:44])[C:46](=[O:52])[CH2:47][CH2:48][N+:49]([CH2:54][CH2:55][OH:56])([CH3:51])[CH3:50])(=[O:19])[CH2:2][CH2:3][CH2:4][CH2:5][CH2:6][CH2:7][CH2:8]/[CH:9]=[CH:10]\[CH2:11][CH2:12][CH2:13][CH2:14][CH2:15][CH2:16][CH2:17][CH3:18], predict the reactants needed to synthesize it. The reactants are: [C:1]([O:20][CH2:21][CH2:22][N:23]([C:46](=[O:52])[CH2:47][CH2:48][N:49]([CH3:51])[CH3:50])[CH2:24][CH2:25][O:26][C:27](=[O:45])[CH2:28][CH2:29][CH2:30][CH2:31][CH2:32][CH2:33][CH2:34]/[CH:35]=[CH:36]\[CH2:37][CH2:38][CH2:39][CH2:40][CH2:41][CH2:42][CH2:43][CH3:44])(=[O:19])[CH2:2][CH2:3][CH2:4][CH2:5][CH2:6][CH2:7][CH2:8]/[CH:9]=[CH:10]\[CH2:11][CH2:12][CH2:13][CH2:14][CH2:15][CH2:16][CH2:17][CH3:18].[Br:53][CH2:54][CH2:55][OH:56]. (3) Given the product [S:1]1[C:5]2[CH:6]=[CH:7][CH:8]=[CH:9][C:4]=2[N:3]=[C:2]1[N:10]([C:11]1[CH:16]=[CH:15][C:14]([Cl:17])=[CH:13][CH:12]=1)[C:21](=[O:22])[C:20]1[CH:24]=[CH:25][CH:26]=[CH:27][C:19]=1[Cl:18], predict the reactants needed to synthesize it. The reactants are: [S:1]1[C:5]2[CH:6]=[CH:7][CH:8]=[CH:9][C:4]=2[N:3]=[C:2]1[NH:10][C:11]1[CH:16]=[CH:15][C:14]([Cl:17])=[CH:13][CH:12]=1.[Cl:18][C:19]1[CH:27]=[CH:26][CH:25]=[CH:24][C:20]=1[C:21](Cl)=[O:22].CC([O-])(C)C.[K+].C(O)=O. (4) The reactants are: [CH3:1][O:2][C:3]1[CH:4]=[C:5]([C:9]2[C@:10]3([CH2:26][CH2:25][C@H:24]4[C@@H:15]([CH2:16][CH2:17][C:18]5[CH:19]=[C:20]([C:27](O)=[O:28])[CH:21]=[CH:22][C:23]=54)[C@@H:12]3[CH2:13][CH:14]=2)[CH3:11])[CH:6]=[N:7][CH:8]=1.Cl.[NH2:31][CH2:32][CH2:33][CH2:34][C:35]([O:37]C)=[O:36]. Given the product [CH3:1][O:2][C:3]1[CH:4]=[C:5]([C:9]2[C@:10]3([CH2:26][CH2:25][C@H:24]4[C@@H:15]([CH2:16][CH2:17][C:18]5[CH:19]=[C:20]([C:27]([NH:31][CH2:32][CH2:33][CH2:34][C:35]([OH:37])=[O:36])=[O:28])[CH:21]=[CH:22][C:23]=54)[C@@H:12]3[CH2:13][CH:14]=2)[CH3:11])[CH:6]=[N:7][CH:8]=1, predict the reactants needed to synthesize it. (5) Given the product [Cl:1][C:2]1[CH:7]=[CH:6][C:5]([N:8]([CH2:23][C:24]2[CH:25]=[CH:26][C:27]([O:30][CH3:31])=[CH:28][CH:29]=2)[C:9]([C:11]2[S:15][C:14]([NH:16][CH:17]3[CH2:22][CH2:21][N:20]([C:40](=[O:41])/[CH:39]=[CH:38]/[CH2:37][N:32]4[CH2:36][CH2:35][CH2:34][CH2:33]4)[CH2:19][CH2:18]3)=[N:13][CH:12]=2)=[O:10])=[CH:4][CH:3]=1, predict the reactants needed to synthesize it. The reactants are: [Cl:1][C:2]1[CH:7]=[CH:6][C:5]([N:8]([CH2:23][C:24]2[CH:29]=[CH:28][C:27]([O:30][CH3:31])=[CH:26][CH:25]=2)[C:9]([C:11]2[S:15][C:14]([NH:16][CH:17]3[CH2:22][CH2:21][NH:20][CH2:19][CH2:18]3)=[N:13][CH:12]=2)=[O:10])=[CH:4][CH:3]=1.[N:32]1([CH2:37]/[CH:38]=[CH:39]/[C:40](Cl)=[O:41])[CH2:36][CH2:35][CH2:34][CH2:33]1.C(N(CC)CC)C.O. (6) Given the product [C:28]1([C:25]2[CH:24]=[CH:23][CH:22]=[CH:27][CH:26]=2)[CH:29]=[CH:30][C:31]([NH:34][C:35]([NH:1][CH2:2][CH2:3][N:4]2[CH2:9][CH2:8][CH:7]([C:10]3[CH:11]=[C:12]([NH:16][C:17](=[O:21])[CH:18]([CH3:19])[CH3:20])[CH:13]=[CH:14][CH:15]=3)[CH2:6][CH2:5]2)=[O:36])=[CH:32][CH:33]=1, predict the reactants needed to synthesize it. The reactants are: [NH2:1][CH2:2][CH2:3][N:4]1[CH2:9][CH2:8][CH:7]([C:10]2[CH:11]=[C:12]([NH:16][C:17](=[O:21])[CH:18]([CH3:20])[CH3:19])[CH:13]=[CH:14][CH:15]=2)[CH2:6][CH2:5]1.[CH:22]1[CH:27]=[CH:26][C:25]([C:28]2[CH:33]=[CH:32][C:31]([N:34]=[C:35]=[O:36])=[CH:30][CH:29]=2)=[CH:24][CH:23]=1. (7) Given the product [S:22]1[C:18]([C:2]2[CH:3]=[C:4]([CH:10]=[CH:11][CH:12]=2)[C:5]([O:7][CH2:8][CH3:9])=[O:6])=[CH:19][N:20]=[CH:21]1, predict the reactants needed to synthesize it. The reactants are: I[C:2]1[CH:3]=[C:4]([CH:10]=[CH:11][CH:12]=1)[C:5]([O:7][CH2:8][CH3:9])=[O:6].C([Sn](CCCC)(CCCC)[C:18]1[S:22][CH:21]=[N:20][CH:19]=1)CCC.O.CCOC(C)=O. (8) Given the product [ClH:1].[Cl:1][C:2]1[N:11]=[C:10]([N:19]([C:18]2[CH:21]=[CH:22][C:15]([O:14][CH3:13])=[CH:16][CH:17]=2)[CH3:20])[C:9]2[C:4](=[CH:5][CH:6]=[CH:7][CH:8]=2)[N:3]=1, predict the reactants needed to synthesize it. The reactants are: [Cl:1][C:2]1[N:11]=[C:10](Cl)[C:9]2[C:4](=[CH:5][CH:6]=[CH:7][CH:8]=2)[N:3]=1.[CH3:13][O:14][C:15]1[CH:22]=[CH:21][C:18]([NH:19][CH3:20])=[CH:17][CH:16]=1. (9) Given the product [CH:1]([NH:4][C:5](=[O:27])[O:6][C:7]1[CH:8]=[CH:9][C:10]2[C:11]3[N:19]([CH2:20][CH2:21][CH3:22])[C:18]([CH2:23][CH2:24][O:25][CH3:26])=[N:17][C:12]=3[C:13]([NH2:51])=[N:14][C:15]=2[CH:16]=1)([CH3:3])[CH3:2], predict the reactants needed to synthesize it. The reactants are: [CH:1]([NH:4][C:5](=[O:27])[O:6][C:7]1[CH:8]=[CH:9][C:10]2[C:11]3[N:19]([CH2:20][CH2:21][CH3:22])[C:18]([CH2:23][CH2:24][O:25][CH3:26])=[N:17][C:12]=3[CH:13]=[N:14][C:15]=2[CH:16]=1)([CH3:3])[CH3:2].ClC1C=C(C=CC=1)C(OO)=O.C1(C)C=CC(S(Cl)(=O)=O)=CC=1.[OH-].[NH4+:51].